From a dataset of NCI-60 drug combinations with 297,098 pairs across 59 cell lines. Regression. Given two drug SMILES strings and cell line genomic features, predict the synergy score measuring deviation from expected non-interaction effect. (1) Drug 1: CCCCCOC(=O)NC1=NC(=O)N(C=C1F)C2C(C(C(O2)C)O)O. Drug 2: C1=NNC2=C1C(=O)NC=N2. Cell line: HCT116. Synergy scores: CSS=11.8, Synergy_ZIP=-2.09, Synergy_Bliss=7.16, Synergy_Loewe=4.25, Synergy_HSA=6.39. (2) Drug 1: C1CN(CCN1C(=O)CCBr)C(=O)CCBr. Drug 2: CCC1(C2=C(COC1=O)C(=O)N3CC4=CC5=C(C=CC(=C5CN(C)C)O)N=C4C3=C2)O.Cl. Cell line: SNB-75. Synergy scores: CSS=25.1, Synergy_ZIP=-7.02, Synergy_Bliss=3.20, Synergy_Loewe=3.83, Synergy_HSA=3.86. (3) Drug 1: CC1C(C(CC(O1)OC2CC(CC3=C2C(=C4C(=C3O)C(=O)C5=C(C4=O)C(=CC=C5)OC)O)(C(=O)C)O)N)O.Cl. Drug 2: CC1=CC=C(C=C1)C2=CC(=NN2C3=CC=C(C=C3)S(=O)(=O)N)C(F)(F)F. Cell line: IGROV1. Synergy scores: CSS=28.6, Synergy_ZIP=-7.27, Synergy_Bliss=-3.24, Synergy_Loewe=-16.9, Synergy_HSA=-1.01. (4) Synergy scores: CSS=46.9, Synergy_ZIP=-0.368, Synergy_Bliss=1.63, Synergy_Loewe=2.04, Synergy_HSA=2.32. Drug 1: CC(CN1CC(=O)NC(=O)C1)N2CC(=O)NC(=O)C2. Drug 2: COCCOC1=C(C=C2C(=C1)C(=NC=N2)NC3=CC=CC(=C3)C#C)OCCOC.Cl. Cell line: CCRF-CEM.